This data is from Forward reaction prediction with 1.9M reactions from USPTO patents (1976-2016). The task is: Predict the product of the given reaction. (1) Given the reactants Br[C:2]1[CH:7]=[CH:6][CH:5]=[C:4]([CH2:8][F:9])[N:3]=1.[CH2:10]([N:14]1[N:18]=[C:17]2[CH:19]=[CH:20][C:21]([CH3:23])=[CH:22][C:16]2=[N:15]1)[CH2:11][C:12]#[CH:13], predict the reaction product. The product is: [F:9][CH2:8][C:4]1[N:3]=[C:2]([C:8]#[C:4][CH2:5][CH2:6][C:22]2[C:16]3[C:17](=[N:18][NH:14][N:15]=3)[CH:19]=[CH:20][C:21]=2[CH3:23])[CH:7]=[CH:6][CH:5]=1.[F:9][CH2:8][C:4]1[N:3]=[C:2]([C:13]#[C:12][CH2:11][CH2:10][N:14]2[N:18]=[C:17]3[CH:19]=[CH:20][C:21]([CH3:23])=[CH:22][C:16]3=[N:15]2)[CH:7]=[CH:6][CH:5]=1. (2) Given the reactants C=O.N[C:4]1[CH:5]=[C:6]([CH:16]=[C:17]([O:19][CH3:20])[CH:18]=1)[CH2:7][NH:8][C:9](=[O:15])[O:10][C:11]([CH3:14])([CH3:13])[CH3:12].[BH3-][C:22]#[N:23].[Na+].[CH3:25]C(O)=O, predict the reaction product. The product is: [CH3:25][N:23]([CH3:22])[C:4]1[CH:5]=[C:6]([CH:16]=[C:17]([O:19][CH3:20])[CH:18]=1)[CH2:7][NH:8][C:9](=[O:15])[O:10][C:11]([CH3:14])([CH3:13])[CH3:12]. (3) Given the reactants [CH2:1]([O:8][C:9]([NH:11][C@H:12]([C:14]([OH:16])=O)[CH3:13])=[O:10])[C:2]1[CH:7]=[CH:6][CH:5]=[CH:4][CH:3]=1.[CH3:17][CH2:18][SH:19].C1CCC(N=C=NC2CCCCC2)CC1, predict the reaction product. The product is: [CH2:1]([O:8][C:9]([NH:11][C@H:12]([CH3:13])[C:14](=[O:16])[S:19][CH2:18][CH3:17])=[O:10])[C:2]1[CH:3]=[CH:4][CH:5]=[CH:6][CH:7]=1. (4) The product is: [CH2:1]([O:8][CH2:9][C:10]1[N:17]([C:20]2[CH:25]=[CH:24][CH:23]=[CH:22][CH:21]=2)[N:18]=[N:19][C:11]=1[C:12]([OH:14])=[O:13])[C:2]1[CH:3]=[CH:4][CH:5]=[CH:6][CH:7]=1. Given the reactants [CH2:1]([O:8][CH2:9][C:10](=O)[CH2:11][C:12]([O:14]C)=[O:13])[C:2]1[CH:7]=[CH:6][CH:5]=[CH:4][CH:3]=1.[N:17]([C:20]1[CH:25]=[CH:24][CH:23]=[CH:22][CH:21]=1)=[N+:18]=[N-:19].C[O-].[Na+].[OH-].[Na+], predict the reaction product. (5) Given the reactants [CH:1]([C:4]1[CH:9]=[CH:8][CH:7]=[C:6]([CH:10]([CH3:12])[CH3:11])[C:5]=1/[N:13]=[C:14](\[C:31]1[CH:36]=[CH:35][CH:34]=[CH:33][CH:32]=1)/[C:15]1[C:16]([O:29][CH3:30])=[C:17]([C:22]2[C:23]([OH:28])=[CH:24][CH:25]=[CH:26][CH:27]=2)[CH:18]=[C:19]([CH3:21])[CH:20]=1)([CH3:3])[CH3:2].[H][H], predict the reaction product. The product is: [CH:10]([C:6]1[CH:7]=[CH:8][CH:9]=[C:4]([CH:1]([CH3:2])[CH3:3])[C:5]=1[NH:13][CH:14]([C:31]1[CH:32]=[CH:33][CH:34]=[CH:35][CH:36]=1)[C:15]1[C:16]([O:29][CH3:30])=[C:17]([C:22]2[C:23]([OH:28])=[CH:24][CH:25]=[CH:26][CH:27]=2)[CH:18]=[C:19]([CH3:21])[CH:20]=1)([CH3:11])[CH3:12]. (6) The product is: [Cl:33][C:30]1[CH:31]=[CH:32][C:27]([CH2:26][CH:18]2[N:15]3[C:16](=[O:17])[CH:11]([NH:10][C:1](=[O:8])[C:2]4[CH:7]=[CH:6][CH:5]=[N:4][CH:3]=4)[CH2:12][N:13]([S:34]([C:37]4[CH:42]=[CH:41][C:40]([Cl:43])=[CH:39][C:38]=4[Cl:44])(=[O:36])=[O:35])[CH:14]3[CH2:21][N:20]([CH:22]([CH3:24])[CH3:23])[C:19]2=[O:25])=[CH:28][CH:29]=1. Given the reactants [C:1](Cl)(=[O:8])[C:2]1[CH:7]=[CH:6][CH:5]=[N:4][CH:3]=1.[NH2:10][CH:11]1[C:16](=[O:17])[N:15]2[CH:18]([CH2:26][C:27]3[CH:32]=[CH:31][C:30]([Cl:33])=[CH:29][CH:28]=3)[C:19](=[O:25])[N:20]([CH:22]([CH3:24])[CH3:23])[CH2:21][CH:14]2[N:13]([S:34]([C:37]2[CH:42]=[CH:41][C:40]([Cl:43])=[CH:39][C:38]=2[Cl:44])(=[O:36])=[O:35])[CH2:12]1, predict the reaction product. (7) Given the reactants [NH2:1][C:2]1[C:7]([C:8]([O:10][CH2:11][CH3:12])=[O:9])=[C:6]([CH3:13])[N:5]=[C:4]2[S:14][CH:15]=[C:16]([C:17]3[CH:22]=[CH:21][CH:20]=[C:19]([Br:23])[CH:18]=3)[C:3]=12.[Br:24]N1C(=O)CCC1=O, predict the reaction product. The product is: [NH2:1][C:2]1[C:7]([C:8]([O:10][CH2:11][CH3:12])=[O:9])=[C:6]([CH3:13])[N:5]=[C:4]2[S:14][C:15]([Br:24])=[C:16]([C:17]3[CH:22]=[CH:21][CH:20]=[C:19]([Br:23])[CH:18]=3)[C:3]=12. (8) Given the reactants [Br:1][C:2]1[CH:7]=[CH:6][NH:5][C:4](=[O:8])[CH:3]=1.Br[CH2:10][C:11]([O:13][C:14]([CH3:17])([CH3:16])[CH3:15])=[O:12], predict the reaction product. The product is: [Br:1][C:2]1[CH:7]=[CH:6][N:5]([CH2:10][C:11]([O:13][C:14]([CH3:17])([CH3:16])[CH3:15])=[O:12])[C:4](=[O:8])[CH:3]=1. (9) Given the reactants C[Mg]Br.[CH3:4][C:5]([C:23]1[CH:28]=[CH:27][C:26]([C:29]2[O:33][N:32]=[C:31](C(OCC)=O)[CH:30]=2)=[CH:25][CH:24]=1)([C:9]1[CH:14]=[CH:13][C:12]([O:15][CH2:16][C:17]2[CH:22]=[CH:21][CH:20]=[CH:19][N:18]=2)=[CH:11][N:10]=1)[CH:6]([CH3:8])[CH3:7], predict the reaction product. The product is: [CH3:4][C:5]([C:23]1[CH:24]=[CH:25][C:26]([C:29]2[O:33][N:32]=[C:31]([C:12]([OH:15])([CH3:13])[CH3:11])[CH:30]=2)=[CH:27][CH:28]=1)([C:9]1[CH:14]=[CH:13][C:12]([O:15][CH2:16][C:17]2[CH:22]=[CH:21][CH:20]=[CH:19][N:18]=2)=[CH:11][N:10]=1)[CH:6]([CH3:7])[CH3:8]. (10) Given the reactants C(N(CC)CC)C.Cl[C:9]1[C:10]([NH:29][CH2:30][CH:31]=[CH2:32])=[N:11][C:12]([C:19]2[CH:24]=[CH:23][C:22]([Cl:25])=[C:21]([O:26][CH3:27])[C:20]=2[F:28])=[N:13][C:14]=1[C:15]([O:17][CH3:18])=[O:16].[CH3:33][S:34](Cl)(=[O:36])=[O:35], predict the reaction product. The product is: [Cl:25][C:22]1[CH:23]=[CH:24][C:19]([C:12]2[N:13]=[C:14]([C:15]([O:17][CH3:18])=[O:16])[C:9]3[C:31]([CH3:32])=[CH:30][N:29]([S:34]([CH3:33])(=[O:36])=[O:35])[C:10]=3[N:11]=2)=[C:20]([F:28])[C:21]=1[O:26][CH3:27].